This data is from Catalyst prediction with 721,799 reactions and 888 catalyst types from USPTO. The task is: Predict which catalyst facilitates the given reaction. (1) Product: [Cl:12][C:4]1[C:5]([O:10][CH3:11])=[CH:6][C:7]([O:8][CH3:9])=[C:2]([Cl:1])[C:3]=1[C:13]1[CH:14]=[C:15]2[C:20](=[CH:21][CH:22]=1)[N:19]=[C:18]([NH:23][C@@H:24]1[CH2:29][CH2:28][CH2:27][CH2:26][C@@H:25]1[NH2:30])[N:17]=[CH:16]2. Reactant: [Cl:1][C:2]1[C:7]([O:8][CH3:9])=[CH:6][C:5]([O:10][CH3:11])=[C:4]([Cl:12])[C:3]=1[C:13]1[CH:14]=[C:15]2[C:20](=[CH:21][CH:22]=1)[N:19]=[C:18]([NH:23][C@@H:24]1[CH2:29][CH2:28][CH2:27][CH2:26][C@@H:25]1[NH:30]C(=O)OC(C)(C)C)[N:17]=[CH:16]2.Cl. The catalyst class is: 346. (2) Reactant: [Cl:1][C:2]1[CH:15]=[CH:14][C:13]2[C:4](=[C:5]([CH3:16])[N:6]=[C:7]3[C:12]=2[CH:11]=[CH:10][CH:9]=[CH:8]3)[CH:3]=1.[BH4-].[Na+].FC(F)(F)C(O)=O.C1C=CC2C3C=CC=CC=3NCC=2C=1.C(N(CC)CC)C.[CH3:47][O:48][C:49]1[CH:54]=[CH:53][C:52]([S:55](Cl)(=[O:57])=[O:56])=[CH:51][CH:50]=1. Product: [Cl:1][C:2]1[CH:3]=[C:4]2[C:13](=[CH:14][CH:15]=1)[C:12]1[CH:11]=[CH:10][CH:9]=[CH:8][C:7]=1[N:6]([S:55]([C:52]1[CH:51]=[CH:50][C:49]([O:48][CH3:47])=[CH:54][CH:53]=1)(=[O:57])=[O:56])[CH:5]2[CH3:16]. The catalyst class is: 217. (3) Reactant: Cl.Cl.[CH:3]1([NH:9][C:10]2[CH:15]=[CH:14][C:13]([CH:16]3[CH2:21][CH2:20][CH2:19][NH:18][CH2:17]3)=[CH:12][CH:11]=2)[CH2:8][CH2:7][CH2:6][CH2:5][CH2:4]1.C(N(CC)CC)C.Cl[C:30]1[N:35]([CH3:36])[C:34](=[O:37])[CH:33]=[C:32]([C:38]2[CH:43]=[CH:42][N:41]=[CH:40][CH:39]=2)[N:31]=1. Product: [CH:3]1([NH:9][C:10]2[CH:15]=[CH:14][C:13]([CH:16]3[CH2:21][CH2:20][CH2:19][N:18]([C:30]4[N:35]([CH3:36])[C:34](=[O:37])[CH:33]=[C:32]([C:38]5[CH:39]=[CH:40][N:41]=[CH:42][CH:43]=5)[N:31]=4)[CH2:17]3)=[CH:12][CH:11]=2)[CH2:8][CH2:7][CH2:6][CH2:5][CH2:4]1. The catalyst class is: 7. (4) Reactant: Br[C:2]1[CH:7]=[CH:6][CH:5]=[CH:4][CH:3]=1.[S:8]1[CH:12]=[CH:11][CH:10]=[C:9]1[C:13](=[O:15])[CH3:14].C[Si]([N-][Si](C)(C)C)(C)C.[K+].C1(P(C2C=CC=CC=2)C2C=CC3C(=CC=CC=3)C=2C2C3C(=CC=CC=3)C=CC=2P(C2C=CC=CC=2)C2C=CC=CC=2)C=CC=CC=1. Product: [C:2]1([CH2:14][C:13]([C:9]2[S:8][CH:12]=[CH:11][CH:10]=2)=[O:15])[CH:7]=[CH:6][CH:5]=[CH:4][CH:3]=1. The catalyst class is: 133.